Dataset: Catalyst prediction with 721,799 reactions and 888 catalyst types from USPTO. Task: Predict which catalyst facilitates the given reaction. (1) Reactant: [CH2:1]([O:8][C:9]1[CH:14]=[CH:13][C:12]([C:15]([C:17]2[C:25]3[C:20](=[C:21]([C:26]([F:29])([F:28])[F:27])[CH:22]=[CH:23][CH:24]=3)[NH:19][N:18]=2)=[O:16])=[CH:11][CH:10]=1)[C:2]1[CH:7]=[CH:6][CH:5]=[CH:4][CH:3]=1.[H-].[Na+].[CH:32]1(Br)[CH2:36][CH2:35][CH2:34][CH2:33]1. Product: [CH2:1]([O:8][C:9]1[CH:10]=[CH:11][C:12]([C:15]([C:17]2[C:25]3[C:20](=[C:21]([C:26]([F:29])([F:27])[F:28])[CH:22]=[CH:23][CH:24]=3)[N:19]([CH:32]3[CH2:36][CH2:35][CH2:34][CH2:33]3)[N:18]=2)=[O:16])=[CH:13][CH:14]=1)[C:2]1[CH:7]=[CH:6][CH:5]=[CH:4][CH:3]=1. The catalyst class is: 3. (2) Reactant: [N:1]1([CH2:6][C:7]2[CH:12]=[CH:11][C:10]([CH:13]3[CH2:16][CH:15]([CH2:17][OH:18])[CH2:14]3)=[CH:9][CH:8]=2)[CH2:5][CH2:4][CH2:3][CH2:2]1.C(N(CC)CC)C.[C:26]1([CH3:36])[CH:31]=[CH:30][C:29]([S:32](Cl)(=[O:34])=[O:33])=[CH:28][CH:27]=1. Product: [N:1]1([CH2:6][C:7]2[CH:12]=[CH:11][C:10]([CH:13]3[CH2:14][CH:15]([CH2:17][O:18][S:32]([C:29]4[CH:30]=[CH:31][C:26]([CH3:36])=[CH:27][CH:28]=4)(=[O:34])=[O:33])[CH2:16]3)=[CH:9][CH:8]=2)[CH2:5][CH2:4][CH2:3][CH2:2]1. The catalyst class is: 112.